Task: Predict the product of the given reaction.. Dataset: Forward reaction prediction with 1.9M reactions from USPTO patents (1976-2016) Given the reactants [CH:1]1([CH2:6][CH:7]([N:21]2[C:26](=[O:27])[CH:25]=[C:24]([S:28][C:29]3[CH:34]=[CH:33][CH:32]=[CH:31][CH:30]=3)[CH:23]=[N:22]2)[C:8]([NH:10][C:11]2[CH:15]=[CH:14][N:13]([CH2:16][C:17]([OH:20])([CH3:19])[CH3:18])[N:12]=2)=[O:9])[CH2:5][CH2:4][CH2:3][CH2:2]1.ClC1C=CC=C(C(OO)=[O:43])C=1, predict the reaction product. The product is: [C:29]1([S:28]([C:24]2[CH:23]=[N:22][N:21]([CH:7]([CH2:6][CH:1]3[CH2:5][CH2:4][CH2:3][CH2:2]3)[C:8]([NH:10][C:11]3[CH:15]=[CH:14][N:13]([CH2:16][C:17]([OH:20])([CH3:19])[CH3:18])[N:12]=3)=[O:9])[C:26](=[O:27])[CH:25]=2)=[O:43])[CH:30]=[CH:31][CH:32]=[CH:33][CH:34]=1.